This data is from Forward reaction prediction with 1.9M reactions from USPTO patents (1976-2016). The task is: Predict the product of the given reaction. (1) The product is: [NH2:6][CH2:5][C:4]1[CH:14]=[CH:15][C:16]([CH:18]([CH3:38])[C:19]([NH:20][CH2:21][C:22]2[C:23]([N:32]3[CH2:36][CH2:35][CH2:34][CH2:33]3)=[N:24][C:25]([C:28]([F:29])([F:30])[F:31])=[CH:26][CH:27]=2)=[O:37])=[CH:17][C:3]=1[O:2][CH3:1]. Given the reactants [CH3:1][O:2][C:3]1[CH:17]=[C:16]([CH:18]([CH3:38])[C:19](=[O:37])[NH:20][CH2:21][C:22]2[C:23]([N:32]3[CH2:36][CH2:35][CH2:34][CH2:33]3)=[N:24][C:25]([C:28]([F:31])([F:30])[F:29])=[CH:26][CH:27]=2)[CH:15]=[CH:14][C:4]=1[CH2:5][NH:6]C(=O)OC(C)(C)C.FC(F)(F)C(O)=O.C([O-])(O)=O.[Na+], predict the reaction product. (2) Given the reactants [CH2:1]([C:5]1[N:6]([CH2:18][CH2:19][CH2:20][NH:21]C(=O)OC(C)(C)C)[C:7]2[C:16]3[CH:15]=[CH:14][CH:13]=[CH:12][C:11]=3[N:10]=[CH:9][C:8]=2[N:17]=1)[CH2:2][CH2:3][CH3:4].[ClH:29], predict the reaction product. The product is: [ClH:29].[CH2:1]([C:5]1[N:6]([CH2:18][CH2:19][CH2:20][NH2:21])[C:7]2[C:16]3[CH:15]=[CH:14][CH:13]=[CH:12][C:11]=3[N:10]=[CH:9][C:8]=2[N:17]=1)[CH2:2][CH2:3][CH3:4]. (3) Given the reactants [Br-].Br[C:3]1[CH:8]=[CH:7][C:6]([C@H:9]2[CH2:26][C@@:24]3([CH3:25])[C@@H:20]([CH2:21][C@@H:22]([CH3:32])[C@@H:23]3[C:27]([CH:29]3[CH2:31][CH2:30]3)=[O:28])[C@H:19]3[C:10]2=[C:11]2[C:16]([CH2:17][CH2:18]3)=[CH:15][C:14](=[O:33])[CH2:13][CH2:12]2)=[CH:5][CH:4]=1.[NH4+:34].[Cl-], predict the reaction product. The product is: [CH:29]1([C:27]([C@H:23]2[C@H:22]([CH3:32])[CH2:21][C@H:20]3[C@H:19]4[C:10]([C@@H:9]([C:6]5[CH:5]=[CH:4][C:3]([C:7]6[CH:8]=[CH:3][CH:4]=[CH:5][N:34]=6)=[CH:8][CH:7]=5)[CH2:26][C@:24]23[CH3:25])=[C:11]2[C:16](=[CH:15][C:14](=[O:33])[CH2:13][CH2:12]2)[CH2:17][CH2:18]4)=[O:28])[CH2:30][CH2:31]1. (4) Given the reactants [NH2:1][CH2:2][C:3]([NH:5][CH:6]1[CH2:11][CH2:10][C:9]([N:18]([CH3:20])[CH3:19])([C:12]2[CH:17]=[CH:16][CH:15]=[CH:14][CH:13]=2)[CH2:8][CH2:7]1)=[O:4].[Cl-].[CH3:22][O:23]C1N=C(OC)N=C([N+]2(C)CCOCC2)N=1.[NH:39]1[C:47]2[C:42](=[CH:43][CH:44]=[CH:45][CH:46]=2)[C:41]([CH:48]([CH3:52])C(O)=O)=[CH:40]1, predict the reaction product. The product is: [CH3:19][N:18]([CH3:20])[C:9]1([C:12]2[CH:13]=[CH:14][CH:15]=[CH:16][CH:17]=2)[CH2:10][CH2:11][CH:6]([NH:5][C:3]([CH2:2][NH:1][C:22](=[O:23])[CH2:52][CH2:48][C:41]2[C:42]3[C:47](=[CH:46][CH:45]=[CH:44][CH:43]=3)[NH:39][CH:40]=2)=[O:4])[CH2:7][CH2:8]1. (5) Given the reactants [Cl:1][C:2]1[CH:7]=[CH:6][C:5]([C:8]2[C:16]3[C:11](=[N:12][CH:13]=[CH:14][CH:15]=3)[S:10][C:9]=2[S:17]([C:20]2[CH:21]=[C:22]([CH:26]=[C:27]([F:29])[CH:28]=2)[C:23]#[N+:24][O-])(=[O:19])=[O:18])=[CH:4][CH:3]=1.FC(F)(F)C(OC(=O)C(F)(F)F)=[O:33], predict the reaction product. The product is: [Cl:1][C:2]1[CH:7]=[CH:6][C:5]([C:8]2[C:16]3[CH:15]=[CH:14][C:13](=[O:33])[NH:12][C:11]=3[S:10][C:9]=2[S:17]([C:20]2[CH:21]=[C:22]([CH:26]=[C:27]([F:29])[CH:28]=2)[C:23]#[N:24])(=[O:19])=[O:18])=[CH:4][CH:3]=1. (6) Given the reactants C(OC(=O)[NH:7][CH2:8][C:9]1[CH:10]=[C:11]([C:15]2[CH:20]=[CH:19][CH:18]=[C:17]([CH2:21][NH:22][C:23]3[N:28]=[C:27]([NH:29][CH2:30][CH:31]4[CH2:36][CH2:35][CH:34]([N:37]5[CH2:42][CH2:41][N:40]([C:43](=[O:45])[CH3:44])[CH2:39][CH2:38]5)[CH2:33][CH2:32]4)[C:26]([N+:46]([O-:48])=[O:47])=[CH:25][N:24]=3)[C:16]=2[CH3:49])[CH:12]=[CH:13][CH:14]=1)(C)(C)C.Cl, predict the reaction product. The product is: [C:43]([N:40]1[CH2:39][CH2:38][N:37]([C@H:34]2[CH2:33][CH2:32][C@H:31]([CH2:30][NH:29][C:27]3[C:26]([N+:46]([O-:48])=[O:47])=[CH:25][N:24]=[C:23]([NH:22][CH2:21][C:17]4[C:16]([CH3:49])=[C:15]([C:11]5[CH:12]=[CH:13][CH:14]=[C:9]([CH2:8][NH2:7])[CH:10]=5)[CH:20]=[CH:19][CH:18]=4)[N:28]=3)[CH2:36][CH2:35]2)[CH2:42][CH2:41]1)(=[O:45])[CH3:44]. (7) Given the reactants [Cl:1][C:2]1[C:3]([N:15]([CH3:31])[CH:16]2[CH2:30][CH:19]3[CH2:20][N:21](C(OC(C)(C)C)=O)[CH2:22][CH:18]3[CH2:17]2)=[N:4][C:5]([NH:8][C:9]2[CH:10]=[N:11][N:12]([CH3:14])[CH:13]=2)=[N:6][CH:7]=1.Cl.CCOC(C)=O, predict the reaction product. The product is: [Cl:1][C:2]1[C:3]([N:15]([CH3:31])[CH:16]2[CH2:30][CH:19]3[CH2:20][NH:21][CH2:22][CH:18]3[CH2:17]2)=[N:4][C:5]([NH:8][C:9]2[CH:10]=[N:11][N:12]([CH3:14])[CH:13]=2)=[N:6][CH:7]=1.